The task is: Predict the reactants needed to synthesize the given product.. This data is from Full USPTO retrosynthesis dataset with 1.9M reactions from patents (1976-2016). (1) Given the product [CH:1]1([O:4][C:5]2[CH:6]=[C:7]([C:15]3[NH:32][C:18]4[CH:19]=[N:20][N:21]([CH2:24][O:25][CH2:26][CH2:27][Si:28]([CH3:31])([CH3:30])[CH3:29])[C:22](=[O:23])[C:17]=4[C:16]=3[CH2:41][CH2:42][CH:43]3[CH2:45][CH2:44]3)[CH:8]=[CH:9][C:10]=2[O:11][CH:12]([F:14])[F:13])[CH2:2][CH2:3]1, predict the reactants needed to synthesize it. The reactants are: [CH:1]1([O:4][C:5]2[CH:6]=[C:7]([C:15]3[N:32](COCC[Si](C)(C)C)[C:18]4[CH:19]=[N:20][N:21]([CH2:24][O:25][CH2:26][CH2:27][Si:28]([CH3:31])([CH3:30])[CH3:29])[C:22](=[O:23])[C:17]=4[C:16]=3[CH2:41][CH2:42][CH:43]3[CH2:45][CH2:44]3)[CH:8]=[CH:9][C:10]=2[O:11][CH:12]([F:14])[F:13])[CH2:3][CH2:2]1.C1(OC2C=C(C3N(COCC[Si](C)(C)C)C4C=NN(COCC[Si](C)(C)C)C(=O)C=4C=3C)C=CC=2OC(F)F)CC1. (2) Given the product [Cl:1][C:2]1[C:7]([C:8]2[CH:9]=[CH:10][CH:11]=[CH:12][CH:13]=2)=[N:6][N:5]=[C:4]2[N:14]([CH2:25][C:24]([F:28])([F:27])[F:23])[N:15]=[C:16]([C:17]3[CH:18]=[CH:19][CH:20]=[CH:21][CH:22]=3)[C:3]=12, predict the reactants needed to synthesize it. The reactants are: [Cl:1][C:2]1[C:7]([C:8]2[CH:13]=[CH:12][CH:11]=[CH:10][CH:9]=2)=[N:6][N:5]=[C:4]2[NH:14][N:15]=[C:16]([C:17]3[CH:22]=[CH:21][CH:20]=[CH:19][CH:18]=3)[C:3]=12.[F:23][C:24]([F:28])([F:27])[CH2:25]O. (3) Given the product [Cl:1][C:2]1[CH:9]=[C:8]([N:10]([C@H:11]2[CH2:15][CH2:14][N:13]([CH2:25][C:26]3[CH:31]=[CH:30][CH:29]=[C:28]([Cl:32])[CH:27]=3)[CH2:12]2)[CH2:16][C:17]2[CH:22]=[CH:21][CH:20]=[CH:19][C:18]=2[CH3:23])[CH:7]=[CH:6][C:3]=1[C:4]#[N:5], predict the reactants needed to synthesize it. The reactants are: [Cl:1][C:2]1[CH:9]=[C:8]([N:10]([CH2:16][C:17]2[CH:22]=[CH:21][CH:20]=[CH:19][C:18]=2[CH3:23])[C@H:11]2[CH2:15][CH2:14][NH:13][CH2:12]2)[CH:7]=[CH:6][C:3]=1[C:4]#[N:5].Br[CH2:25][C:26]1[CH:31]=[CH:30][CH:29]=[C:28]([Cl:32])[CH:27]=1. (4) Given the product [SH:19][C:18]1[NH:20][C:13](=[O:15])[C:12]([C:10]#[N:11])=[C:8]([CH:5]2[CH2:4][CH2:3][N:2]([CH3:1])[CH2:7][CH2:6]2)[N:17]=1, predict the reactants needed to synthesize it. The reactants are: [CH3:1][N:2]1[CH2:7][CH2:6][CH:5]([CH:8]=O)[CH2:4][CH2:3]1.[C:10]([CH2:12][C:13]([O:15]C)=O)#[N:11].[NH2:17][C:18]([NH2:20])=[S:19].N1CCCCC1. (5) Given the product [Br:13][C:9]1[CH:8]=[C:7]([Cl:14])[C:6]([CH2:5][O:4][C:19]2[CH:18]=[CH:17][C:16]([Cl:15])=[C:21]([Cl:22])[CH:20]=2)=[CH:11][C:10]=1[F:12], predict the reactants needed to synthesize it. The reactants are: CS([O:4][CH2:5][C:6]1[CH:11]=[C:10]([F:12])[C:9]([Br:13])=[CH:8][C:7]=1[Cl:14])=O.[Cl:15][C:16]1[CH:17]=[C:18](O)[CH:19]=[CH:20][C:21]=1[Cl:22].C(=O)([O-])[O-].[K+].[K+].